The task is: Predict the product of the given reaction.. This data is from Forward reaction prediction with 1.9M reactions from USPTO patents (1976-2016). (1) Given the reactants Cl.Cl[C:3]1[N:8]=[CH:7][N:6]=[C:5]([NH:9][C:10]2[CH:15]=[CH:14][CH:13]=[C:12]([Cl:16])[CH:11]=2)[CH:4]=1.[CH3:17][O:18][CH2:19][CH2:20][NH2:21].CCN(C(C)C)C(C)C, predict the reaction product. The product is: [Cl:16][C:12]1[CH:11]=[C:10]([NH:9][C:5]2[CH:4]=[C:3]([NH:21][CH2:20][CH2:19][O:18][CH3:17])[N:8]=[CH:7][N:6]=2)[CH:15]=[CH:14][CH:13]=1. (2) Given the reactants C(OC(=O)[NH:10][CH2:11][CH2:12][C:13]1[N:21]([CH2:22][CH3:23])[C:20]2[C:19](=[O:24])[NH:18][CH:17]=[N:16][C:15]=2[C:14]=1[C:25]#[N:26])C1C=CC=CC=1.ClCCl, predict the reaction product. The product is: [NH2:10][CH2:11][CH2:12][C:13]1[N:21]([CH2:22][CH3:23])[C:20]2[C:19](=[O:24])[NH:18][CH:17]=[N:16][C:15]=2[C:14]=1[C:25]#[N:26]. (3) Given the reactants [CH2:1]([NH:8][C:9](=[O:34])[CH:10]([N:16]1[C:20]2[CH:21]=[C:22]([F:26])[C:23]([F:25])=[CH:24][C:19]=2[N:18]=[C:17]1[C:27]1[CH:32]=[CH:31][C:30]([Cl:33])=[CH:29][CH:28]=1)[CH:11]1[CH2:15][CH2:14][CH2:13][CH2:12]1)[C:2]1[CH:7]=[CH:6][CH:5]=[CH:4][CH:3]=1.C(O)(=O)C.C(OC(=O)C)(=O)C.[N:46]([O-])=[O:47].[Na+], predict the reaction product. The product is: [CH2:1]([N:8]([N:46]=[O:47])[C:9](=[O:34])[CH:10]([N:16]1[C:20]2[CH:21]=[C:22]([F:26])[C:23]([F:25])=[CH:24][C:19]=2[N:18]=[C:17]1[C:27]1[CH:28]=[CH:29][C:30]([Cl:33])=[CH:31][CH:32]=1)[CH:11]1[CH2:12][CH2:13][CH2:14][CH2:15]1)[C:2]1[CH:3]=[CH:4][CH:5]=[CH:6][CH:7]=1. (4) Given the reactants [C:1]1([C:11]#[N:12])[C:10]2[C:5](=[CH:6][CH:7]=[CH:8][CH:9]=2)[CH:4]=[CH:3][N:2]=1, predict the reaction product. The product is: [NH2:12][CH2:11][C:1]1[C:10]2[C:5](=[CH:6][CH:7]=[CH:8][CH:9]=2)[CH:4]=[CH:3][N:2]=1. (5) Given the reactants [OH:1][C:2]1[CH:3]=[CH:4][C:5]([C:8]([OH:10])=O)=[N:6][CH:7]=1.Cl.[CH3:12][NH:13][O:14][CH3:15], predict the reaction product. The product is: [OH:1][C:2]1[CH:3]=[CH:4][C:5]([C:8]([N:13]([O:14][CH3:15])[CH3:12])=[O:10])=[N:6][CH:7]=1. (6) Given the reactants CC1OC(CC2CCC(C3SC(C4C=CC(N)=CC=4)=CN=3)CC2)=NN=1.[N+:26]([C:29]1[CH:34]=[CH:33][C:32]([C:35]2[S:39][C:38]([CH2:40][CH2:41][NH:42][C:43](=[O:49])[O:44][C:45]([CH3:48])([CH3:47])[CH3:46])=[N:37][CH:36]=2)=[CH:31][CH:30]=1)([O-])=O, predict the reaction product. The product is: [NH2:26][C:29]1[CH:34]=[CH:33][C:32]([C:35]2[S:39][C:38]([CH2:40][CH2:41][NH:42][C:43](=[O:49])[O:44][C:45]([CH3:47])([CH3:46])[CH3:48])=[N:37][CH:36]=2)=[CH:31][CH:30]=1. (7) Given the reactants [Br:1][C:2]1[CH:8]=[CH:7][C:5]([NH2:6])=[C:4]([F:9])[CH:3]=1.[C:10]1([CH:16]([C:20](O)=O)C(O)=O)[CH:15]=[CH:14][CH:13]=[CH:12][CH:11]=1.O=P(Cl)(Cl)[Cl:25].[Al].[NH4+].[OH-].[CH2:31]([Cl:33])Cl, predict the reaction product. The product is: [Br:1][C:2]1[CH:8]=[C:7]2[C:5](=[C:4]([F:9])[CH:3]=1)[N:6]=[C:20]([Cl:25])[C:16]([C:10]1[CH:15]=[CH:14][CH:13]=[CH:12][CH:11]=1)=[C:31]2[Cl:33]. (8) Given the reactants [Br:1][C:2]1[CH:7]=[CH:6][C:5]([CH2:8]O)=[C:4]([CH3:10])[CH:3]=1.O=S(Cl)[Cl:13], predict the reaction product. The product is: [Br:1][C:2]1[CH:7]=[CH:6][C:5]([CH2:8][Cl:13])=[C:4]([CH3:10])[CH:3]=1. (9) Given the reactants CS(O[CH:6]([C:15]1[CH:16]=[N:17][C:18]([NH:21][C:22]([C:24]2([C:27]3[CH:35]=[CH:34][C:30]4[O:31][CH2:32][O:33][C:29]=4[CH:28]=3)[CH2:26][CH2:25]2)=[O:23])=[CH:19][CH:20]=1)[C:7]1[CH:12]=[CH:11][CH:10]=[CH:9][C:8]=1[O:13][CH3:14])(=O)=O.[CH2:36]([NH:38][CH2:39][CH3:40])[CH3:37].O1C2C=CC(C3(C(NC4C=CC(C(N(C)C)C5C=CC=CC=5OC)=CN=4)=O)CC3)=CC=2OC1, predict the reaction product. The product is: [O:31]1[C:30]2[CH:34]=[CH:35][C:27]([C:24]3([C:22]([NH:21][C:18]4[CH:19]=[CH:20][C:15]([CH:6]([N:38]([CH2:39][CH3:40])[CH2:36][CH3:37])[C:7]5[CH:12]=[CH:11][CH:10]=[CH:9][C:8]=5[O:13][CH3:14])=[CH:16][N:17]=4)=[O:23])[CH2:26][CH2:25]3)=[CH:28][C:29]=2[O:33][CH2:32]1. (10) Given the reactants [H-].[H-].[H-].[H-].[Li+].[Al+3].[Al+3].[Cl-].[Cl-].[Cl-].[Br:11][C:12]1[CH:13]=[CH:14][C:15]([O:29][CH3:30])=[C:16]2[C:20]=1[N:19]([CH3:21])[CH:18]=[C:17]2[C:22](=[O:28])[C:23]([N:25]([CH3:27])[CH3:26])=O, predict the reaction product. The product is: [Br:11][C:12]1[CH:13]=[CH:14][C:15]([O:29][CH3:30])=[C:16]2[C:20]=1[N:19]([CH3:21])[CH:18]=[C:17]2[CH:22]([OH:28])[CH2:23][N:25]([CH3:26])[CH3:27].